This data is from Forward reaction prediction with 1.9M reactions from USPTO patents (1976-2016). The task is: Predict the product of the given reaction. Given the reactants N.[NH2-].[Na+].[CH2:4]([O:11][C:12]1[CH:17]=[CH:16][CH:15]=[C:14](Br)[C:13]=1[CH2:19][CH2:20][C:21]#[N:22])[C:5]1[CH:10]=[CH:9][CH:8]=[CH:7][CH:6]=1.[N+]([O-])([O-])=O.[NH4+], predict the reaction product. The product is: [CH2:4]([O:11][C:12]1[C:13]2[CH2:19][CH:20]([C:21]#[N:22])[C:14]=2[CH:15]=[CH:16][CH:17]=1)[C:5]1[CH:10]=[CH:9][CH:8]=[CH:7][CH:6]=1.